Dataset: Full USPTO retrosynthesis dataset with 1.9M reactions from patents (1976-2016). Task: Predict the reactants needed to synthesize the given product. (1) Given the product [Cl:16][C:17]1[N:25]=[C:24]([C:44]([O:46][CH3:47])=[O:45])[N:23]=[C:22]2[C:18]=1[N:19]=[C:20]([C:35]1[CH:36]=[CH:37][C:38]([O:41][CH3:42])=[CH:39][CH:40]=1)[N:21]2[CH2:26][CH2:27][CH2:28][N:29]1[CH2:30][CH2:31][CH2:32][CH2:33][CH2:34]1, predict the reactants needed to synthesize it. The reactants are: CC1(C)CCCC(C)(C)N1.C([Li])CCC.[Cl:16][C:17]1[N:25]=[CH:24][N:23]=[C:22]2[C:18]=1[N:19]=[C:20]([C:35]1[CH:40]=[CH:39][C:38]([O:41][CH3:42])=[CH:37][CH:36]=1)[N:21]2[CH2:26][CH2:27][CH2:28][N:29]1[CH2:34][CH2:33][CH2:32][CH2:31][CH2:30]1.Cl[C:44]([O:46][CH3:47])=[O:45].[Cl-].[NH4+]. (2) Given the product [C:31]1([C:2]2[C:10]3[C:5](=[N:6][CH:7]=[N:8][C:9]=3[NH2:11])[N:4]([C:12]([C:25]3[CH:30]=[CH:29][CH:28]=[CH:27][CH:26]=3)([C:19]3[CH:24]=[CH:23][CH:22]=[CH:21][CH:20]=3)[C:13]3[CH:18]=[CH:17][CH:16]=[CH:15][CH:14]=3)[N:3]=2)[CH:36]=[CH:35][CH:34]=[CH:33][CH:32]=1, predict the reactants needed to synthesize it. The reactants are: I[C:2]1[C:10]2[C:5](=[N:6][CH:7]=[N:8][C:9]=2[NH2:11])[N:4]([C:12]([C:25]2[CH:30]=[CH:29][CH:28]=[CH:27][CH:26]=2)([C:19]2[CH:24]=[CH:23][CH:22]=[CH:21][CH:20]=2)[C:13]2[CH:18]=[CH:17][CH:16]=[CH:15][CH:14]=2)[N:3]=1.[C:31]1(B(O)O)[CH:36]=[CH:35][CH:34]=[CH:33][CH:32]=1.C(=O)([O-])[O-].[Na+].[Na+]. (3) Given the product [Cl:16][CH2:17][CH2:18][CH2:19][CH:20]=[CH:21][C:2]1[CH:3]=[CH:4][C:5]2[C:11]([CH3:13])([CH3:12])[CH2:10][CH2:9][C:8](=[O:14])[NH:7][C:6]=2[CH:15]=1, predict the reactants needed to synthesize it. The reactants are: Br[C:2]1[CH:3]=[CH:4][C:5]2[C:11]([CH3:13])([CH3:12])[CH2:10][CH2:9][C:8](=[O:14])[NH:7][C:6]=2[CH:15]=1.[Cl:16][CH2:17][CH2:18][CH2:19]/[CH:20]=[CH:21]/B(O)O.C(=O)([O-])[O-].[Na+].[Na+]. (4) Given the product [CH2:15]([C:11]1[CH:10]=[CH:9][C:8]([NH:7][C:2]2[S:3][CH:4]=[CH:5][N:6]=2)=[CH:13][C:12]=1[OH:14])[CH2:16][CH3:17], predict the reactants needed to synthesize it. The reactants are: Br[C:2]1[S:3][CH:4]=[CH:5][N:6]=1.[NH2:7][C:8]1[CH:9]=[CH:10][C:11]([CH2:15][CH2:16][CH3:17])=[C:12]([OH:14])[CH:13]=1.Cl. (5) Given the product [N:1]1([CH2:5][CH2:6][C:7]2[NH:8][C:9]([C:13]3[CH:14]=[C:15]([CH:19]=[CH:20][C:21]=3[CH3:22])[C:16]([N:24]3[CH2:29][CH2:28][CH:27]([C:30]4[CH:37]=[CH:36][C:33]([C:34]#[N:35])=[CH:32][CH:31]=4)[CH2:26][CH2:25]3)=[O:18])=[C:10]([Cl:12])[N:11]=2)[CH2:2][CH2:3][CH2:4]1, predict the reactants needed to synthesize it. The reactants are: [N:1]1([CH2:5][CH2:6][C:7]2[NH:8][C:9]([C:13]3[CH:14]=[C:15]([CH:19]=[CH:20][C:21]=3[CH3:22])[C:16]([OH:18])=O)=[C:10]([Cl:12])[N:11]=2)[CH2:4][CH2:3][CH2:2]1.Cl.[NH:24]1[CH2:29][CH2:28][CH:27]([C:30]2[CH:37]=[CH:36][C:33]([C:34]#[N:35])=[CH:32][CH:31]=2)[CH2:26][CH2:25]1. (6) Given the product [Br:1][C:2]1[C:10]2[N:9]=[C:8]([C:11]3[CH:12]=[CH:13][C:14]([CH:17]([CH3:19])[CH3:18])=[CH:15][CH:16]=3)[N:7]([CH2:20][CH2:21][O:22][CH3:23])[C:6]=2[C:5]([O:24][CH3:25])=[CH:4][C:3]=1[CH2:26][O:27][S:29]([CH3:28])(=[O:31])=[O:30], predict the reactants needed to synthesize it. The reactants are: [Br:1][C:2]1[C:10]2[N:9]=[C:8]([C:11]3[CH:16]=[CH:15][C:14]([CH:17]([CH3:19])[CH3:18])=[CH:13][CH:12]=3)[N:7]([CH2:20][CH2:21][O:22][CH3:23])[C:6]=2[C:5]([O:24][CH3:25])=[CH:4][C:3]=1[CH2:26][OH:27].[CH3:28][S:29](Cl)(=[O:31])=[O:30].C(N(C(C)C)CC)(C)C.